Dataset: Full USPTO retrosynthesis dataset with 1.9M reactions from patents (1976-2016). Task: Predict the reactants needed to synthesize the given product. Given the product [NH2:13][C:14]1[CH:19]=[C:18]([C:2]2[CH:7]=[CH:6][C:5]([S:8]([NH:11][CH3:12])(=[O:10])=[O:9])=[CH:4][CH:3]=2)[CH:17]=[CH:16][CH:15]=1, predict the reactants needed to synthesize it. The reactants are: Br[C:2]1[CH:7]=[CH:6][C:5]([S:8]([NH:11][CH3:12])(=[O:10])=[O:9])=[CH:4][CH:3]=1.[NH2:13][C:14]1[CH:15]=[C:16](B(O)O)[CH:17]=[CH:18][CH:19]=1.C(=O)([O-])[O-].[K+].[K+].O.